Dataset: Full USPTO retrosynthesis dataset with 1.9M reactions from patents (1976-2016). Task: Predict the reactants needed to synthesize the given product. (1) Given the product [C:15]1([N:11]2[C:10]3[CH:9]=[C:8]4[C:21]5[C:26]([C:27]6[CH:28]=[CH:29][CH:30]=[CH:31][C:32]=6[C:7]4=[CH:6][C:5]=3[C:4]3[CH:3]=[C:2]([B:42]4[O:43][C:44]([CH3:49])([CH3:50])[C:45]([CH3:47])([CH3:48])[O:46]4)[CH:14]=[CH:13][C:12]2=3)=[CH:25][CH:24]=[CH:23][CH:22]=5)[CH:20]=[CH:19][CH:18]=[CH:17][CH:16]=1, predict the reactants needed to synthesize it. The reactants are: Br[C:2]1[CH:14]=[CH:13][C:12]2[N:11]([C:15]3[CH:20]=[CH:19][CH:18]=[CH:17][CH:16]=3)[C:10]3[CH:9]=[C:8]4[C:21]5[C:26]([C:27]6[CH:28]=[CH:29][CH:30]=[CH:31][C:32]=6[C:7]4=[CH:6][C:5]=3[C:4]=2[CH:3]=1)=[CH:25][CH:24]=[CH:23][CH:22]=5.[B:42]1([B:42]2[O:46][C:45]([CH3:48])([CH3:47])[C:44]([CH3:50])([CH3:49])[O:43]2)[O:46][C:45]([CH3:48])([CH3:47])[C:44]([CH3:50])([CH3:49])[O:43]1.C([O-])(=O)C.[K+]. (2) Given the product [Br:1][C:2]1[CH:10]=[CH:9][C:5]([C:6]([NH:15][CH2:14][CH:13]([CH3:16])[CH3:12])=[O:8])=[C:4]([F:11])[CH:3]=1, predict the reactants needed to synthesize it. The reactants are: [Br:1][C:2]1[CH:10]=[CH:9][C:5]([C:6]([OH:8])=O)=[C:4]([F:11])[CH:3]=1.[CH3:12][CH:13]([CH3:16])[CH2:14][NH2:15]. (3) Given the product [Cl:21][C:12]1[CH:13]=[CH:14][C:15]([C:17]([F:20])([F:19])[F:18])=[CH:16][C:11]=1[O:10][CH2:9][C:3]1[CH:4]=[CH:5][CH:6]=[C:7]([CH3:8])[C:2]=1[C:34]1[CH:35]=[C:36]2[C:31](=[CH:32][CH:33]=1)[N:30]=[C:29]([NH2:47])[C:28]([N:25]1[CH2:24][CH2:23][O:22][CH2:27][CH2:26]1)=[CH:37]2, predict the reactants needed to synthesize it. The reactants are: Br[C:2]1[C:7]([CH3:8])=[CH:6][CH:5]=[CH:4][C:3]=1[CH2:9][O:10][C:11]1[CH:16]=[C:15]([C:17]([F:20])([F:19])[F:18])[CH:14]=[CH:13][C:12]=1[Cl:21].[O:22]1[CH2:27][CH2:26][N:25]([C:28]2[C:29]([NH2:47])=[N:30][C:31]3[C:36]([CH:37]=2)=[CH:35][C:34](B2OC(C)(C)C(C)(C)O2)=[CH:33][CH:32]=3)[CH2:24][CH2:23]1.C1(P(C2CCCCC2)C2C=CC=CC=2C2C(C(C)C)=CC(C(C)C)=CC=2C(C)C)CCCCC1.P([O-])([O-])([O-])=O.[K+].[K+].[K+]. (4) Given the product [Cl:1][C:2]1[CH:3]=[C:4]([CH:8]2[CH2:9][CH2:10][N:11]([C:14]3[C:23]([C:24]4[CH:25]=[CH:26][C:27]([F:30])=[CH:28][CH:29]=4)=[N:22][C:21]4[C:16](=[CH:17][CH:18]=[C:19]([C:31]([OH:33])=[O:32])[CH:20]=4)[N:15]=3)[CH2:12][CH2:13]2)[CH:5]=[CH:6][CH:7]=1, predict the reactants needed to synthesize it. The reactants are: [Cl:1][C:2]1[CH:3]=[C:4]([CH:8]2[CH2:13][CH2:12][N:11]([C:14]3[C:23]([C:24]4[CH:29]=[CH:28][C:27]([F:30])=[CH:26][CH:25]=4)=[N:22][C:21]4[C:16](=[CH:17][CH:18]=[C:19]([C:31]([O:33]C)=[O:32])[CH:20]=4)[N:15]=3)[CH2:10][CH2:9]2)[CH:5]=[CH:6][CH:7]=1.[OH-].[Na+].Cl. (5) Given the product [CH:26]1[CH:25]=[CH:33][C:29]2[N:4]([OH:1])[N:38]=[N:34][C:28]=2[CH:27]=1, predict the reactants needed to synthesize it. The reactants are: [OH2:1].CC[N:4]=C=NCCCN(C)C.Cl.C(OC(OCC)CCN)C.C[C:25]1[CH:26]=[CH:27][C:28]([N:34]2[N:38]=CC=N2)=[C:29]([CH:33]=1)C(O)=O.C([O-])(O)=O.[Na+].